Dataset: Experimentally validated miRNA-target interactions with 360,000+ pairs, plus equal number of negative samples. Task: Binary Classification. Given a miRNA mature sequence and a target amino acid sequence, predict their likelihood of interaction. (1) The miRNA is hsa-miR-362-3p with sequence AACACACCUAUUCAAGGAUUCA. The protein sequence of the target gene is MRPAFALCLLWQALWPGPGGGEHPTADRAGCSASGACYSLHHATMKRQAAEEACILRGGALSTVRAGAELRAVLALLRAGPGPGGGSKDLLFWVALERRRSHCTLENEPLRGFSWLSSDPGGLESDTLQWVEEPQRSCTARRCAVLQATGGVEPAGWKEMRCHLRANGYLCKYQFEVLCPAPRPGAASNLSYRAPFQLHSAALDFSPPGTEVSALCRGQLPISVTCIADEIGARWDKLSGDVLCPCPGRYLRAGKCAELPNCLDDLGGFACECATGFELGKDGRSCVTSGEGQPTLGGTG.... Result: 1 (interaction). (2) The miRNA is hsa-miR-455-5p with sequence UAUGUGCCUUUGGACUACAUCG. The protein sequence of the target gene is MKFPGPLENQRLSFLLEKAITREAQMWKVNVRKMPSNQNVSPSQRDEVIQWLAKLKYQFNLYPETFALASSLLDRFLATVKAHPKYLSCIAISCFFLAAKTVEEDERIPVLKVLARDSFCGCSSSEILRMERIILDKLNWDLHTATPLDFLHIFHAIAVSTRPQLLFSLPKLSPSQHLAVLTKQLLHCMACNQLLQFRGSMLALAMVSLEMEKLIPDWLSLTIELLQKAQMDSSQLIHCRELVAHHLSTLQSSLPLNSVYVYRPLKHTLVTCDKGVFRLHPSSVPGPDFSKDNSKPEVPV.... Result: 1 (interaction). (3) The miRNA is mmu-miR-665-3p with sequence ACCAGGAGGCUGAGGUCCCU. The protein sequence of the target gene is MAGRSVRVPRRGSAGTQSRGQLAAGRDLLAREQEYKRLNEELEAKTADLVRQAEEVIREQQEVRARPFSALTTSCKEEGGSSSRDLLSSEGTHPWTETKPKTKNTGPVNKIQNRLHSADKERKTNSSAKLKYPDAQTANDVAIPDDFSDFSLAKTISRIEGQLDEDGLPECAEDDSFCGVSKDIGTEAQIRFLKAKLHVMQEELDSVVCECSKKEDKIQDLKSKVKNLEEDCVRQQRTVTSQQSQIEKYKNLFEEANKKCDELQQQLSSVERELESKRRLQKQAASSQSATEVRLNRALE.... Result: 1 (interaction). (4) The miRNA is hsa-miR-4761-3p with sequence GAGGGCAUGCGCACUUUGUCC. The protein sequence of the target gene is MGNGTEEDYNFVFKVVLIGESGVGKTNLLSRFTRNEFSHDSRTTIGVEFSTRTVMLGTAAVKAQIWDTAGLERYRAITSAYYRGAVGALLVFDLTKHQTYAVVERWLKELYDHAEATIVVMLVGNKSDLSQAREVPTEEARMFAENNGLLFLETSALDSTNVELAFETVLKEIFAKVSKQRQNSIRTNAITLGSAQAGQEPGPGEKRACCISL. Result: 1 (interaction). (5) The miRNA is hsa-miR-4787-5p with sequence GCGGGGGUGGCGGCGGCAUCCC. The protein sequence of the target gene is MGRRLGRVAALLLGLLVECTEAKKHCWYFEGLYPTYYICRSYEDCCGSRCCVRALSIQRLWYFWFLLMMGVLFCCGAGFFIRRRMYPPPLIEEPTFNVSYTRQPPNPAPGAQQMGPPYYTDPGGPGMNPVGNTMAMAFQVQPNSPHGGTTYPPPPSYCNTPPPPYEQVVKDK. Result: 0 (no interaction). (6) The miRNA is cel-miR-254-3p with sequence UGCAAAUCUUUCGCGAC. The protein sequence of the target gene is MAAVETRVCETDGCSSEAKLQCPTCIKLGIQGSYFCSQECFKGSWATHKLLHKKAKDEKAKREVSSWTVEGDINTDPWAGYRYTGKLRPHYPLMPTRPVPSYIQRPDYADHPLGMSESEQALKGTSQIKLLSSEDIEGMRLVCRLAREVLDVAAGMIKPGVTTEEIDHAVHLACIARNCYPSPLNYYNFPKSCCTSVNEVICHGIPDRRPLQEGDIVNVDITLYRNGYHGDLNETFFVGEVDDGARKLVQTTYECLMQAIDAVKPGVRYRELGNIIQKHAQANGFSVVRSYCGHGIHKLF.... Result: 0 (no interaction).